From a dataset of Forward reaction prediction with 1.9M reactions from USPTO patents (1976-2016). Predict the product of the given reaction. (1) Given the reactants [C:1]([C:5]1[N:9]([CH2:10][CH:11]2[CH2:16][CH2:15][CH:14]([F:17])[CH2:13][CH2:12]2)[C:8]2[CH:18]=[CH:19][C:20]([NH:22]C(=O)C)=[CH:21][C:7]=2[N:6]=1)([CH3:4])([CH3:3])[CH3:2], predict the reaction product. The product is: [C:1]([C:5]1[N:9]([CH2:10][CH:11]2[CH2:12][CH2:13][CH:14]([F:17])[CH2:15][CH2:16]2)[C:8]2[CH:18]=[CH:19][C:20]([NH2:22])=[CH:21][C:7]=2[N:6]=1)([CH3:4])([CH3:2])[CH3:3]. (2) Given the reactants [Si:1]([O:8][C:9]1[CH:10]=[C:11]([C:15]2[CH:20]=[CH:19][CH:18]=[CH:17][C:16]=2[N+:21]([O-])=O)[CH:12]=[CH:13][CH:14]=1)([C:4]([CH3:7])([CH3:6])[CH3:5])([CH3:3])[CH3:2], predict the reaction product. The product is: [Si:1]([O:8][C:9]1[CH:10]=[C:11]([C:15]2[CH:20]=[CH:19][CH:18]=[CH:17][C:16]=2[NH2:21])[CH:12]=[CH:13][CH:14]=1)([C:4]([CH3:7])([CH3:6])[CH3:5])([CH3:3])[CH3:2]. (3) Given the reactants Br[C:2]1[N:10]=[CH:9][N:8]=[C:7]2[C:3]=1[N:4]=[CH:5][NH:6]2.[Cl:11][C:12]1[C:17]([CH3:18])=[C:16]([N+:19]([O-:21])=[O:20])[C:15]([C:22]2[CH:27]=[CH:26][CH:25]=[C:24]([F:28])[CH:23]=2)=[C:14]([CH:29]([NH2:31])[CH3:30])[CH:13]=1.C(N(CC)C(C)C)(C)C, predict the reaction product. The product is: [Cl:11][C:12]1[C:17]([CH3:18])=[C:16]([N+:19]([O-:21])=[O:20])[C:15]([C:22]2[CH:27]=[CH:26][CH:25]=[C:24]([F:28])[CH:23]=2)=[C:14]([CH:29]([NH:31][C:2]2[N:10]=[CH:9][N:8]=[C:7]3[C:3]=2[N:4]=[CH:5][NH:6]3)[CH3:30])[CH:13]=1. (4) Given the reactants [CH:1]([C:4]1[NH:5][C:6]2[C:11]([C:12]=1[CH:13]=[O:14])=[CH:10][CH:9]=[C:8]([O:15][CH3:16])[CH:7]=2)([CH3:3])[CH3:2].Br[CH2:18][C:19]1[CH:20]=[N:21][CH:22]=[CH:23][CH:24]=1.Br.[F:26][C:27]1[CH:28]=[C:29]([CH:32]=[CH:33][C:34]=1[F:35])[CH2:30][NH2:31].[CH:36]1(Br)[CH2:39]C[CH2:37]1, predict the reaction product. The product is: [CH:16]1([O:15][C:8]2[CH:7]=[C:6]3[C:11]([C:12]([C:13]([NH:31][CH2:30][C:29]4[CH:32]=[CH:33][C:34]([F:35])=[C:27]([F:26])[CH:28]=4)=[O:14])=[C:4]([CH:1]([CH3:3])[CH3:2])[N:5]3[CH2:18][C:19]3[CH:20]=[N:21][CH:22]=[CH:23][CH:24]=3)=[CH:10][CH:9]=2)[CH2:39][CH2:36][CH2:37]1. (5) Given the reactants [CH2:1]([O:8][C@@H:9]1[C@@H:14]([O:15][CH2:16][C:17]2[CH:22]=[CH:21][CH:20]=[CH:19][CH:18]=2)[C@H:13]([O:23][CH2:24][C:25]2[CH:30]=[CH:29][CH:28]=[CH:27][CH:26]=2)[C:12](=[CH2:31])[O:11][C@H:10]1[C:32]1[CH:37]=[CH:36][C:35]([Cl:38])=[C:34]([CH2:39][C:40]2[CH:45]=[CH:44][C:43]([O:46][CH2:47][CH3:48])=[CH:42][CH:41]=2)[CH:33]=1)[C:2]1[CH:7]=[CH:6][CH:5]=[CH:4][CH:3]=1.[CH3:49]CCCCC.ICI, predict the reaction product. The product is: [CH2:1]([O:8][C@@H:9]1[C@@H:14]([O:15][CH2:16][C:17]2[CH:18]=[CH:19][CH:20]=[CH:21][CH:22]=2)[C@H:13]([O:23][CH2:24][C:25]2[CH:30]=[CH:29][CH:28]=[CH:27][CH:26]=2)[C:12]2([CH2:49][CH2:31]2)[O:11][C@H:10]1[C:32]1[CH:37]=[CH:36][C:35]([Cl:38])=[C:34]([CH2:39][C:40]2[CH:45]=[CH:44][C:43]([O:46][CH2:47][CH3:48])=[CH:42][CH:41]=2)[CH:33]=1)[C:2]1[CH:7]=[CH:6][CH:5]=[CH:4][CH:3]=1.